Dataset: HIV replication inhibition screening data with 41,000+ compounds from the AIDS Antiviral Screen. Task: Binary Classification. Given a drug SMILES string, predict its activity (active/inactive) in a high-throughput screening assay against a specified biological target. (1) The compound is NCCCCC(NC(=O)C(CS)NC(=O)C(N)Cc1c[nH]cn1)C(=O)NC(Cc1ccccc1)C(=O)NC(Cc1c[nH]c2ccccc12)C(=O)NC(Cc1c[nH]c2ccccc12)C(N)=O. The result is 0 (inactive). (2) The molecule is Cc1nn(C(=O)Cc2ccccc2)c2c1C(c1ccc3ccccc3c1O)SC(=N)N2. The result is 0 (inactive).